Dataset: Full USPTO retrosynthesis dataset with 1.9M reactions from patents (1976-2016). Task: Predict the reactants needed to synthesize the given product. (1) Given the product [C:1]([O:5][C:6]([NH:7][CH2:8][CH2:9][CH2:10][C:11]#[C:12][CH2:13][O:14][S:26]([CH3:25])(=[O:28])=[O:27])=[O:15])([CH3:4])([CH3:2])[CH3:3], predict the reactants needed to synthesize it. The reactants are: [C:1]([O:5][C:6](=[O:15])[NH:7][CH2:8][CH2:9][CH2:10][C:11]#[C:12][CH2:13][OH:14])([CH3:4])([CH3:3])[CH3:2].C(N(C(C)C)C(C)C)C.[CH3:25][S:26](Cl)(=[O:28])=[O:27]. (2) Given the product [Cl:1][C:2]1[S:6][C:5]([C:7]([NH:9][C:10]2[CH:11]=[CH:12][CH:13]=[C:14]3[C:18]=2[C:17](=[O:19])[N:29]([CH2:28][CH2:27][CH:23]2[CH2:24][CH2:25][CH2:26][N:22]2[CH3:21])[C:15]3=[O:20])=[O:8])=[CH:4][CH:3]=1, predict the reactants needed to synthesize it. The reactants are: [Cl:1][C:2]1[S:6][C:5]([C:7]([NH:9][C:10]2[C:18]3[C:17](=[O:19])O[C:15](=[O:20])[C:14]=3[CH:13]=[CH:12][CH:11]=2)=[O:8])=[CH:4][CH:3]=1.[CH3:21][N:22]1[CH2:26][CH2:25][CH2:24][CH:23]1[CH2:27][CH2:28][NH2:29]. (3) Given the product [CH2:1]([N:8]1[C:12](=[O:13])[CH:10]2[CH:9]([CH2:11]2)[C:15]1=[O:14])[C:2]1[CH:7]=[CH:6][CH:5]=[CH:4][CH:3]=1, predict the reactants needed to synthesize it. The reactants are: [CH2:1]([NH2:8])[C:2]1[CH:7]=[CH:6][CH:5]=[CH:4][CH:3]=1.[C@@H:9]12[C:15](=O)[O:14][C:12](=[O:13])[C@@H:10]1[CH2:11]2. (4) The reactants are: [F:1][C:2]1[CH:3]=[C:4]([N:8]2[CH2:12][CH:11]([CH2:13][OH:14])[O:10][C:9]2=[O:15])[CH:5]=[CH:6][CH:7]=1.[I:16]N1C(=O)CCC1=O. Given the product [F:1][C:2]1[CH:3]=[C:4]([N:8]2[CH2:12][C@H:11]([CH2:13][OH:14])[O:10][C:9]2=[O:15])[CH:5]=[CH:6][C:7]=1[I:16], predict the reactants needed to synthesize it. (5) Given the product [F:1][C:2]1[C:3]([NH:28][CH:29]([C:33]([CH3:36])([CH3:34])[CH3:35])[CH2:30][C:31](=[N:37][OH:38])[NH2:32])=[N:4][C:5]([C:8]2[C:16]3[C:11](=[N:12][CH:13]=[C:14]([F:17])[CH:15]=3)[NH:10][CH:9]=2)=[N:6][CH:7]=1, predict the reactants needed to synthesize it. The reactants are: [F:1][C:2]1[C:3]([NH:28][CH:29]([C:33]([CH3:36])([CH3:35])[CH3:34])[CH2:30][C:31]#[N:32])=[N:4][C:5]([C:8]2[C:16]3[C:11](=[N:12][CH:13]=[C:14]([F:17])[CH:15]=3)[N:10](S(C3C=CC(C)=CC=3)(=O)=O)[CH:9]=2)=[N:6][CH:7]=1.[NH2:37][OH:38]. (6) Given the product [F:6][C:7]1[CH:19]=[CH:18][C:10]([O:11][C:12]2[CH:17]=[CH:16][C:15]([S:2]([Cl:1])(=[O:5])=[O:3])=[CH:14][CH:13]=2)=[CH:9][CH:8]=1, predict the reactants needed to synthesize it. The reactants are: [Cl:1][S:2]([OH:5])(=O)=[O:3].[F:6][C:7]1[CH:19]=[CH:18][C:10]([O:11][C:12]2[CH:17]=[CH:16][CH:15]=[CH:14][CH:13]=2)=[CH:9][CH:8]=1. (7) Given the product [CH:1]1[N:5]2[CH:6]3[C@H:11]([CH2:12][CH2:13][C:4]2=[N:3][CH:2]=1)[C@H:10]1[CH2:14][CH2:15][C@H:16]2[C@H:20]([C@@H:9]1[CH2:8][CH2:7]3)[CH2:19][CH2:18][C@H:17]2[C:21]([NH:40][CH:39]([CH2:24][CH3:25])[C:38]([O:51][CH3:50])=[O:37])=[O:22], predict the reactants needed to synthesize it. The reactants are: [CH:1]1[N:5]2[CH:6]3[C@H:11]([CH:12]=[CH:13][C:4]2=[N:3][CH:2]=1)[C@H:10]1[CH2:14][CH2:15][C@H:16]2[C@H:20]([C@@H:9]1[CH2:8][CH2:7]3)[CH2:19][CH2:18][C@H:17]2[C:21](O)=[O:22].[CH2:24](Cl)[CH2:25]Cl.C1C=NC2N([OH:37])N=NC=2C=1.[CH3:38][CH2:39][N:40](C(C)C)C(C)C.CN([CH:50]=[O:51])C. (8) The reactants are: [Cl:1][C:2]1[CH:7]=[CH:6][C:5]([CH:8]([C:32]2[CH:37]=[CH:36][C:35]([Cl:38])=[CH:34][CH:33]=2)[C:9]2[CH:10]=[C:11]3[C:16](=[CH:17][CH:18]=2)[N:15]=[CH:14][N:13]=[C:12]3[NH:19][CH2:20][CH2:21][C:22]2[CH:23]=[C:24]([CH:29]=[CH:30][CH:31]=2)[C:25]([O:27]C)=[O:26])=[CH:4][CH:3]=1.[OH-].[Na+]. Given the product [Cl:38][C:35]1[CH:36]=[CH:37][C:32]([CH:8]([C:5]2[CH:4]=[CH:3][C:2]([Cl:1])=[CH:7][CH:6]=2)[C:9]2[CH:10]=[C:11]3[C:16](=[CH:17][CH:18]=2)[N:15]=[CH:14][N:13]=[C:12]3[NH:19][CH2:20][CH2:21][C:22]2[CH:23]=[C:24]([CH:29]=[CH:30][CH:31]=2)[C:25]([OH:27])=[O:26])=[CH:33][CH:34]=1, predict the reactants needed to synthesize it. (9) The reactants are: [OH-].[Li+].[F:3][C:4]1[C:12]2[N:11]=[C:10]([O:13][C@@H:14]3[CH2:18][O:17][C@H:16]([CH2:19][OH:20])[C@H:15]3[OH:21])[NH:9][C:8]=2[CH:7]=[C:6]([F:22])[C:5]=1I.CC1(C)C(C)(C)OB([C:32]2[CH:37]=[CH:36][C:35]([N:38]3[CH2:42][CH2:41][C@@H:40]([OH:43])[CH2:39]3)=[CH:34][CH:33]=2)O1. Given the product [F:3][C:4]1[C:12]2[N:11]=[C:10]([O:13][C@H:14]3[C@H:15]([OH:21])[C@@H:16]([CH2:19][OH:20])[O:17][CH2:18]3)[NH:9][C:8]=2[CH:7]=[C:6]([F:22])[C:5]=1[C:32]1[CH:37]=[CH:36][C:35]([N:38]2[CH2:42][CH2:41][C@@H:40]([OH:43])[CH2:39]2)=[CH:34][CH:33]=1, predict the reactants needed to synthesize it. (10) Given the product [Cl:1][C:2]1[CH:7]=[C:6]([O:8][C:9]2[C:14]([F:15])=[CH:13][C:12]([NH:16][C:17]([C:19]3[C:20](=[O:35])[N:21]([C:28]4[CH:33]=[CH:32][C:31]([F:34])=[CH:30][CH:29]=4)[CH:22]=[CH:23][C:24]=3[O:25][CH:26]([CH3:37])[CH3:27])=[O:18])=[C:11]([F:36])[CH:10]=2)[CH:5]=[CH:4][N:3]=1, predict the reactants needed to synthesize it. The reactants are: [Cl:1][C:2]1[CH:7]=[C:6]([O:8][C:9]2[C:14]([F:15])=[CH:13][C:12]([NH:16][C:17]([C:19]3[C:20](=[O:35])[N:21]([C:28]4[CH:33]=[CH:32][C:31]([F:34])=[CH:30][CH:29]=4)[CH:22]=[CH:23][C:24]=3[O:25][CH2:26][CH3:27])=[O:18])=[C:11]([F:36])[CH:10]=2)[CH:5]=[CH:4][N:3]=1.[C:37]([O-])([O-])=O.[K+].[K+].